Dataset: Reaction yield outcomes from USPTO patents with 853,638 reactions. Task: Predict the reaction yield, written as a fraction of the theoretical maximum amount of product (1.0 means a 100% yield; for example, 0.34 means a 34% yield). (1) The reactants are [N+:1]([C:4]1[CH:12]=[C:11]([C:13]([OH:15])=[O:14])[C:7]2[O:8][CH2:9][CH2:10][C:6]=2[CH:5]=1)([O-])=O. The catalyst is CO. The product is [NH2:1][C:4]1[CH:12]=[C:11]([C:13]([OH:15])=[O:14])[C:7]2[O:8][CH2:9][CH2:10][C:6]=2[CH:5]=1. The yield is 0.630. (2) The yield is 0.990. The catalyst is C(Cl)Cl. The reactants are [ClH:1].[CH3:2][N:3]1[C:17]2([CH2:22][CH2:21][N:20](C(OC(C)(C)C)=O)[CH2:19][CH2:18]2)[C:7]2=[CH:8][CH:9]=[C:10]([C:11](=[O:16])[C:12]([F:15])([F:14])[F:13])[N:6]2[CH2:5][CH2:4]1. The product is [ClH:1].[ClH:1].[F:15][C:12]([F:13])([F:14])[C:11]([C:10]1[N:6]2[CH2:5][CH2:4][N:3]([CH3:2])[C:17]3([CH2:22][CH2:21][NH:20][CH2:19][CH2:18]3)[C:7]2=[CH:8][CH:9]=1)=[O:16]. (3) The reactants are Br[C:2]1[CH:3]=[CH:4][C:5]([N:8]([C:13]2[C:32]([CH:33]3[CH2:35][CH2:34]3)=[CH:31][C:16]3[C:17]([C:27]([NH:29][CH3:30])=[O:28])=[C:18]([C:20]4[CH:25]=[CH:24][C:23]([F:26])=[CH:22][CH:21]=4)[O:19][C:15]=3[CH:14]=2)[S:9]([CH3:12])(=[O:11])=[O:10])=[N:6][CH:7]=1.C([O-])(=O)C.[K+].[B:41]1([B:41]2[O:45][C:44]([CH3:47])([CH3:46])[C:43]([CH3:49])([CH3:48])[O:42]2)[O:45][C:44]([CH3:47])([CH3:46])[C:43]([CH3:49])([CH3:48])[O:42]1. The catalyst is O1CCOCC1.C1C=CC(P(C2C=CC=CC=2)[C-]2C=CC=C2)=CC=1.C1C=CC(P(C2C=CC=CC=2)[C-]2C=CC=C2)=CC=1.Cl[Pd]Cl.[Fe+2]. The product is [CH:33]1([C:32]2[C:13]([N:8]([C:5]3[CH:4]=[CH:3][C:2]([B:41]4[O:45][C:44]([CH3:47])([CH3:46])[C:43]([CH3:49])([CH3:48])[O:42]4)=[CH:7][N:6]=3)[S:9]([CH3:12])(=[O:11])=[O:10])=[CH:14][C:15]3[O:19][C:18]([C:20]4[CH:25]=[CH:24][C:23]([F:26])=[CH:22][CH:21]=4)=[C:17]([C:27]([NH:29][CH3:30])=[O:28])[C:16]=3[CH:31]=2)[CH2:35][CH2:34]1. The yield is 0.740. (4) The reactants are C(O[C:4]([C:6]1[C:15](=[O:16])[C:14]2[C:9](=[CH:10][C:11]([C:17]3[CH:22]=[CH:21][C:20]([NH2:23])=[CH:19][CH:18]=3)=[CH:12][CH:13]=2)[N:8]([CH2:24][CH3:25])[C:7]=1SC)=[O:5])C.[NH2:28][CH2:29][CH2:30][N:31]1[CH2:35][CH2:34][CH2:33][CH2:32]1. No catalyst specified. The product is [N:31]1([CH2:30][CH2:29][NH:28][C:4]([C:6]2[C:15](=[O:16])[C:14]3[C:9](=[CH:10][C:11]([C:17]4[CH:22]=[CH:21][C:20]([NH2:23])=[CH:19][CH:18]=4)=[CH:12][CH:13]=3)[N:8]([CH2:24][CH3:25])[C:7]=2[NH:28][CH2:29][CH2:30][N:31]2[CH2:35][CH2:34][CH2:33][CH2:32]2)=[O:5])[CH2:35][CH2:34][CH2:33][CH2:32]1. The yield is 0.720.